This data is from Full USPTO retrosynthesis dataset with 1.9M reactions from patents (1976-2016). The task is: Predict the reactants needed to synthesize the given product. (1) Given the product [CH2:11]([O:18][C:19]1[CH:20]=[C:21]2[C:26](=[CH:27][CH:28]=1)[CH:25]=[C:24]([O:29][C:7]1[CH:8]=[CH:9][C:4]([C:2](=[O:3])[CH3:1])=[CH:5][CH:6]=1)[CH:23]=[CH:22]2)[C:12]1[CH:13]=[CH:14][CH:15]=[CH:16][CH:17]=1, predict the reactants needed to synthesize it. The reactants are: [CH3:1][C:2]([C:4]1[CH:9]=[CH:8][C:7](F)=[CH:6][CH:5]=1)=[O:3].[CH2:11]([O:18][C:19]1[CH:20]=[C:21]2[C:26](=[CH:27][CH:28]=1)[CH:25]=[C:24]([OH:29])[CH:23]=[CH:22]2)[C:12]1[CH:17]=[CH:16][CH:15]=[CH:14][CH:13]=1.C(=O)([O-])[O-].[K+].[K+].C(O)(=O)CC(CC(O)=O)(C(O)=O)O. (2) Given the product [CH3:1][C:2]1[C:7]([Cl:8])=[CH:6][CH:5]=[CH:4][C:3]=1[N:9]1[C:13](=[O:14])[N:12]([CH3:15])[N:11]=[N:10]1, predict the reactants needed to synthesize it. The reactants are: [CH3:1][C:2]1[C:7]([Cl:8])=[CH:6][CH:5]=[CH:4][C:3]=1[N:9]1[C:13](=[O:14])[NH:12][N:11]=[N:10]1.[C:15](=O)([O-])[O-].[K+].[K+].COS(=O)(=O)OC.O.C(=O)(O)[O-].[Na+]. (3) Given the product [CH3:1][O:2][C:3]1[C:16]2[C:15]3[NH:14][CH2:13][CH2:12][CH2:11][C:10]=3[C:9](=[O:17])[N:8]([CH2:18][O:19][CH3:20])[C:7]=2[CH:6]=[C:5](/[CH:21]=[N:23]/[N:24]2[CH2:29][CH2:28][O:27][CH2:26][CH2:25]2)[CH:4]=1, predict the reactants needed to synthesize it. The reactants are: [CH3:1][O:2][C:3]1[C:16]2[C:15]3[NH:14][CH2:13][CH2:12][CH2:11][C:10]=3[C:9](=[O:17])[N:8]([CH2:18][O:19][CH3:20])[C:7]=2[CH:6]=[C:5]([CH:21]=O)[CH:4]=1.[NH2:23][N:24]1[CH2:29][CH2:28][O:27][CH2:26][CH2:25]1. (4) Given the product [Br:1][C:2]1[CH:3]=[C:4]([N+:12]([O-:14])=[O:13])[C:5]2[N:9]=[C:8]([CH3:10])[N:7]([CH2:26][C:27]3[CH:32]=[CH:31][CH:30]=[CH:29][CH:28]=3)[C:6]=2[CH:11]=1, predict the reactants needed to synthesize it. The reactants are: [Br:1][C:2]1[CH:3]=[C:4]([N+:12]([O-:14])=[O:13])[C:5]2[N:9]=[C:8]([CH3:10])[NH:7][C:6]=2[CH:11]=1.BrC1NC2C=CC=CC=2N=1.Br[CH2:26][C:27]1[CH:32]=[CH:31][CH:30]=[CH:29][CH:28]=1.C([O-])([O-])=O.[K+].[K+]. (5) The reactants are: [CH:1]1([C:6]2[S:10][C:9]([NH:11][C:12](=[O:20])[C:13]3[CH:18]=[CH:17][CH:16]=[CH:15][C:14]=3[F:19])=[N:8][N:7]=2)[CH2:5][CH2:4][CH2:3][CH2:2]1.[S:21]([Cl:25])(=O)(=[O:23])[OH:22]. Given the product [CH:1]1([C:6]2[S:10][C:9]([NH:11][C:12]([C:13]3[CH:18]=[C:17]([S:21]([Cl:25])(=[O:23])=[O:22])[CH:16]=[CH:15][C:14]=3[F:19])=[O:20])=[N:8][N:7]=2)[CH2:2][CH2:3][CH2:4][CH2:5]1, predict the reactants needed to synthesize it.